From a dataset of Forward reaction prediction with 1.9M reactions from USPTO patents (1976-2016). Predict the product of the given reaction. (1) Given the reactants C[O:2][C:3]([C:5]1[N:6]([C:14]2[CH:19]=[CH:18][CH:17]=[CH:16][CH:15]=2)[N:7]=[C:8]2[C:13]=1[CH:12]=[CH:11][CH:10]=[CH:9]2)=[O:4].[OH-].[Na+], predict the reaction product. The product is: [C:14]1([N:6]2[C:5]([C:3]([OH:4])=[O:2])=[C:13]3[C:8]([CH:9]=[CH:10][CH:11]=[CH:12]3)=[N:7]2)[CH:15]=[CH:16][CH:17]=[CH:18][CH:19]=1. (2) Given the reactants [Cl:1][C:2]1[CH:10]=[CH:9][C:8]([N+:11]([O-:13])=[O:12])=[CH:7][C:3]=1[C:4](Cl)=[O:5].C(N(CC)CC)C.[NH2:21][C:22]1[CH:27]=[CH:26][CH:25]=[CH:24][CH:23]=1, predict the reaction product. The product is: [CH:25]1[CH:24]=[CH:23][C:22]([NH:21][C:4]([C:3]2[CH:7]=[C:8]([N+:11]([O-:13])=[O:12])[CH:9]=[CH:10][C:2]=2[Cl:1])=[O:5])=[CH:27][CH:26]=1. (3) Given the reactants [B-](F)(F)(F)F.CN(C(ON1C(=O)CCC1=O)=[N+](C)C)C.[OH:21][CH:22]([C:24]1[CH:25]=[C:26]([C:41]([OH:43])=O)[CH:27]=[C:28]2[C:33]=1[O:32][C:31]([N:34]1[CH2:39][CH2:38][O:37][CH2:36][CH2:35]1)=[CH:30][C:29]2=[O:40])[CH3:23].CCN(C(C)C)C(C)C.[CH3:53][N:54]([CH3:58])[CH2:55][CH2:56][NH2:57], predict the reaction product. The product is: [CH3:53][N:54]([CH3:58])[CH2:55][CH2:56][NH:57][C:41]([C:26]1[CH:27]=[C:28]2[C:33](=[C:24]([CH:22]([OH:21])[CH3:23])[CH:25]=1)[O:32][C:31]([N:34]1[CH2:39][CH2:38][O:37][CH2:36][CH2:35]1)=[CH:30][C:29]2=[O:40])=[O:43]. (4) Given the reactants Br[C:2]1[N:3]=[C:4]([C:9]2[N:10]([CH2:18][CH3:19])[C:11]3[CH:16]=[CH:15][N:14]=[CH:13][C:12]=3[N:17]=2)[C:5]([NH2:8])=[N:6][CH:7]=1.[C:20]([CH2:23][CH2:24][C:25]1[CH:30]=[CH:29][C:28](B(O)O)=[CH:27][CH:26]=1)([OH:22])=[O:21].C([O-])([O-])=O.[K+].[K+], predict the reaction product. The product is: [NH2:8][C:5]1[N:6]=[CH:7][C:2]([C:28]2[CH:29]=[CH:30][C:25]([CH2:24][CH2:23][C:20]([OH:22])=[O:21])=[CH:26][CH:27]=2)=[N:3][C:4]=1[C:9]1[N:10]([CH2:18][CH3:19])[C:11]2[CH:16]=[CH:15][N:14]=[CH:13][C:12]=2[N:17]=1. (5) Given the reactants C([O:3][C:4](=[O:30])[CH:5]([O:27][CH2:28][CH3:29])[CH2:6][C:7]1[CH:12]=[CH:11][C:10]([O:13][CH2:14][CH2:15][C:16]2[N:17]=[C:18]([C:22]([CH3:25])([CH3:24])[CH3:23])[O:19][C:20]=2[CH3:21])=[CH:9][C:8]=1[CH3:26])C.[Li+].[OH-], predict the reaction product. The product is: [C:22]([C:18]1[O:19][C:20]([CH3:21])=[C:16]([CH2:15][CH2:14][O:13][C:10]2[CH:11]=[CH:12][C:7]([CH2:6][CH:5]([O:27][CH2:28][CH3:29])[C:4]([OH:30])=[O:3])=[C:8]([CH3:26])[CH:9]=2)[N:17]=1)([CH3:24])([CH3:25])[CH3:23]. (6) Given the reactants [CH3:1][C:2]([C:5]1[CH:10]=[C:9]([CH2:11]O)[CH:8]=[CH:7][C:6]=1[C:13]1[CH:18]=[C:17]([O:19][CH3:20])[CH:16]=[CH:15][C:14]=1[F:21])([CH3:4])[CH3:3].C(Cl)[Cl:23].S(Cl)(Cl)=O, predict the reaction product. The product is: [Cl:23][CH2:11][C:9]1[CH:8]=[CH:7][C:6]([C:13]2[CH:18]=[C:17]([O:19][CH3:20])[CH:16]=[CH:15][C:14]=2[F:21])=[C:5]([C:2]([CH3:4])([CH3:3])[CH3:1])[CH:10]=1. (7) Given the reactants C([O:9][C@H:10]1[C@:14]([F:16])([CH3:15])[C@H:13]([N:17]2[CH:25]=[N:24][C:23]3[C:18]2=[N:19][C:20]([NH2:27])=[N:21][C:22]=3Cl)[O:12][C@@H:11]1[CH2:28][O:29]C(=O)C1C=CC=CC=1)(=O)C1C=CC=CC=1.[CH3:38][OH:39].C[O-].[Na+], predict the reaction product. The product is: [NH2:27][C:20]1[N:19]=[C:18]2[C:23]([N:24]=[CH:25][N:17]2[C@@H:13]2[O:12][C@H:11]([CH2:28][OH:29])[C@@H:10]([OH:9])[C@:14]2([F:16])[CH3:15])=[C:22]([O:39][CH3:38])[N:21]=1. (8) Given the reactants [C@H:1]12[CH2:6][C@H:5]1[CH2:4][NH:3][C@@H:2]2[CH2:7][NH:8][C:9]([C:11]1[CH:12]=[CH:13][CH:14]=[C:15]2[O:19][CH:18]=[CH:17][C:16]=12)=[O:10].[F:20][C:21]1[CH:22]=[C:23]([C:27]2[S:31][C:30]([CH3:32])=[N:29][C:28]=2[C:33](O)=[O:34])[CH:24]=[CH:25][CH:26]=1, predict the reaction product. The product is: [F:20][C:21]1[CH:22]=[C:23]([C:27]2[S:31][C:30]([CH3:32])=[N:29][C:28]=2[C:33]([N:3]2[CH2:4][C@H:5]3[C@H:1]([CH2:6]3)[C@H:2]2[CH2:7][NH:8][C:9]([C:11]2[CH:12]=[CH:13][CH:14]=[C:15]3[O:19][CH:18]=[CH:17][C:16]=23)=[O:10])=[O:34])[CH:24]=[CH:25][CH:26]=1. (9) Given the reactants [CH3:1][O:2][C:3]1[CH:8]=[C:7]([CH3:9])[CH:6]=[C:5]([C:10]2[C:11]([OH:18])=[C:12]([CH3:17])[CH:13]=[C:14]([CH3:16])[CH:15]=2)[C:4]=1[OH:19].C(N(CC)CC)C.Cl[P:28](Cl)[O:29][CH:30]1[CH:35]([CH:36]([CH3:38])[CH3:37])[CH2:34][CH2:33][CH:32]([CH3:39])[CH2:31]1, predict the reaction product. The product is: [CH:36]([CH:35]1[CH2:34][CH2:33][CH:32]([CH3:39])[CH2:31][CH:30]1[O:29][P:28]1[O:19][C:4]2[C:3]([O:2][CH3:1])=[CH:8][C:7]([CH3:9])=[CH:6][C:5]=2[C:10]2[CH:15]=[C:14]([CH3:16])[CH:13]=[C:12]([CH3:17])[C:11]=2[O:18]1)([CH3:38])[CH3:37]. (10) The product is: [N+:3]([O-:6])([O-:5])=[O:4].[Co+2:1].[N+:3]([O-:6])([O-:5])=[O:4]. Given the reactants [Co:1]=O.[N+:3]([O-:6])([OH:5])=[O:4], predict the reaction product.